Dataset: Experimentally validated miRNA-target interactions with 360,000+ pairs, plus equal number of negative samples. Task: Binary Classification. Given a miRNA mature sequence and a target amino acid sequence, predict their likelihood of interaction. (1) The miRNA is mmu-miR-5121 with sequence AGCUUGUGAUGAGACAUCUCC. The protein sequence of the target gene is MLPSLQESLDGDEKELESSEEGGSAEERRLEPPPSSHYCLYSFRGSRLTQNRGDSDDGRSGGINAETPSGDDFSLSLVDTNLPSEVEPELRSFIAKRLSKGAVFEGLGNVASVELRIPGYRVGCYYCLFQQEKLLPEIAAMESEHNPSEYVVCFLGGSEKGLELFRLELDKYIQGLKNNMNCEERSLGNDVKSYLNSWYEDVVCPIQRVVLLFQEKLTFLLHAALSYTPVEFKESDEKTKRDINRFLSVASLQGLIHEGTMTSLCMAMTEEQHKSVIIDCSGPQPQFHNAGSNRFCEDWM.... Result: 1 (interaction). (2) The miRNA is rno-miR-378a-3p with sequence ACUGGACUUGGAGUCAGAAGG. The protein sequence of the target gene is MLLSVTSRPGISTFGYNKNNKKLYVAQQMAPPSPRNSTPNSSGGGGGGSGGNDQLSKTNLYIRGLQPGTTDQDLVKLCQPYGKIVSTKAILDKTTNKCKGYGFVDFDSPSSAQKAVTALKASGVQAQMAKQQEQDPTNLYISNLPLSMDEQELEGMLKPFGQVISTRILRDTSGASRGVGFARMESTEKCEAIITHFNGKYIKTPPGVAAPSDPLLCKFADGGPKKRQSQGRYVQNGRAWPRNGDMGGMALTYDPTAALQNGFYAAPYSIAHSRMLAQSALAPYLPSPVSSYQGSVLTPG.... Result: 0 (no interaction). (3) The miRNA is hsa-miR-5579-3p with sequence UUAGCUUAAGGAGUACCAGAUC. The protein sequence of the target gene is MAFYSYNSVLAIARTRFPSHFVHPTCSSYSPSCAFLHLPDSHLNKTCMKNYESKKYSDPSQPGNTVLHPGTRLIQKLHTSTCWLQEVPGKPQLEQATKHPQVTSPQATKETGMEIKEGKQSYRQKIMDELKYYYNGFYLLWIDAKVAARMVWRLLHGQVLTRRERRRLLRTCVDFFRLVPFMVFLIVPFMEFLLPVFLKLFPEMLPSTFESESKKEEKQKKKMAVKLELAKFLQETMTEMARRNRAKMGDASTQLSSYVKQVQTGHKPSTKEIVRFSKLFEDQLALEHLDRPQLVALCKL.... Result: 0 (no interaction). (4) The miRNA is mmu-miR-744-5p with sequence UGCGGGGCUAGGGCUAACAGCA. The protein sequence of the target gene is MSAALLRRGLELLAASEAPRDPPGQAKPRGAPVKRPRKTKAIQAQKLRNSAKGKVPKSALDEYRKRECRDHLRVNLKFLTRTRSTVAESVSQQILRQNRGRKACDRPVAKTKKKKAEGTVFTEEDFQKFQQEYFGS. Result: 0 (no interaction).